This data is from Catalyst prediction with 721,799 reactions and 888 catalyst types from USPTO. The task is: Predict which catalyst facilitates the given reaction. (1) Reactant: [CH3:1][O:2][C:3]([NH:5][C@H:6]([C:10]([N:12]1[CH2:16][C@@H:15]([CH3:17])[CH2:14][C@H:13]1[C:18]1[NH:22][C:21]2[C:23]3[C:28]([CH:29]=[CH:30][C:20]=2[N:19]=1)=[CH:27][C:26]1[C:31]2[C:36]([CH2:37][O:38][C:25]=1[CH:24]=3)=[CH:35][C:34]([C:39]1[NH:43][C:42]([C@@H:44]3[CH2:48][C@H:47]([CH3:49])[CH2:46][N:45]3C(OC(C)(C)C)=O)=[N:41][CH:40]=1)=[CH:33][CH:32]=2)=[O:11])[CH:7]([CH3:9])[CH3:8])=[O:4].Cl. Product: [CH3:1][O:2][C:3](=[O:4])[NH:5][C@@H:6]([CH:7]([CH3:9])[CH3:8])[C:10]([N:12]1[CH2:16][C@@H:15]([CH3:17])[CH2:14][C@H:13]1[C:18]1[NH:22][C:21]2[C:23]3[C:28]([CH:29]=[CH:30][C:20]=2[N:19]=1)=[CH:27][C:26]1[C:31]2[C:36]([CH2:37][O:38][C:25]=1[CH:24]=3)=[CH:35][C:34]([C:39]1[NH:43][C:42]([C@@H:44]3[CH2:48][C@H:47]([CH3:49])[CH2:46][NH:45]3)=[N:41][CH:40]=1)=[CH:33][CH:32]=2)=[O:11]. The catalyst class is: 8. (2) Reactant: C(OC([NH:8][C@H:9]([CH2:30][C:31]1[CH:36]=[C:35]([F:37])[C:34]([F:38])=[CH:33][C:32]=1[F:39])[CH2:10][C:11]([N:13]1[CH2:22][C:21]2[N:17]([CH:18]=[N:19][C:20]=2[C:23]([OH:25])=[O:24])[C:16]2[CH:26]=[CH:27][CH:28]=[CH:29][C:15]=2[CH2:14]1)=[O:12])=O)(C)(C)C.[F:40][C:41]([F:46])([F:45])[C:42]([OH:44])=[O:43]. Product: [F:40][C:41]([F:46])([F:45])[C:42]([OH:44])=[O:43].[NH2:8][C@H:9]([CH2:30][C:31]1[CH:36]=[C:35]([F:37])[C:34]([F:38])=[CH:33][C:32]=1[F:39])[CH2:10][C:11]([N:13]1[CH2:22][C:21]2[N:17]([CH:18]=[N:19][C:20]=2[C:23]([OH:25])=[O:24])[C:16]2[CH:26]=[CH:27][CH:28]=[CH:29][C:15]=2[CH2:14]1)=[O:12]. The catalyst class is: 2. (3) Reactant: Cl[C:2]1[C:11]2[C:6](=[C:7]([O:14][CH3:15])[C:8]([O:12][CH3:13])=[CH:9][CH:10]=2)[N:5]=[CH:4][N:3]=1.Cl.[CH2:17]([C:19]1([NH2:24])[CH2:23][CH2:22][O:21][CH2:20]1)[CH3:18].CCN(C(C)C)C(C)C.O. Product: [CH2:17]([C:19]1([NH:24][C:2]2[C:11]3[C:6](=[C:7]([O:14][CH3:15])[C:8]([O:12][CH3:13])=[CH:9][CH:10]=3)[N:5]=[CH:4][N:3]=2)[CH2:23][CH2:22][O:21][CH2:20]1)[CH3:18]. The catalyst class is: 32. (4) Reactant: C[O:2][C:3](=[O:26])[C:4]1[CH:9]=[CH:8][CH:7]=[C:6]([NH:10][C:11](=[O:25])[CH2:12][C:13]2[C:18]([O:19][CH3:20])=[CH:17][C:16]([O:21][CH3:22])=[CH:15][C:14]=2[O:23][CH3:24])[CH:5]=1.[Li+].[OH-].Cl. Product: [CH3:20][O:19][C:18]1[CH:17]=[C:16]([O:21][CH3:22])[CH:15]=[C:14]([O:23][CH3:24])[C:13]=1[CH2:12][C:11]([NH:10][C:6]1[CH:5]=[C:4]([CH:9]=[CH:8][CH:7]=1)[C:3]([OH:26])=[O:2])=[O:25]. The catalyst class is: 1. (5) Reactant: [CH2:1]1[C:7]2[CH:8]=[CH:9][C:10]([NH:12][C:13]([N:15]3[CH2:20][CH2:19][O:18][CH2:17][CH2:16]3)=[O:14])=[CH:11][C:6]=2[CH2:5][CH2:4][NH:3][CH2:2]1.[C:21]1(=O)[CH2:24][CH2:23][CH2:22]1.[B-].C[N+](C)(C)C. Product: [CH:21]1([N:3]2[CH2:2][CH2:1][C:7]3[CH:8]=[CH:9][C:10]([NH:12][C:13]([N:15]4[CH2:16][CH2:17][O:18][CH2:19][CH2:20]4)=[O:14])=[CH:11][C:6]=3[CH2:5][CH2:4]2)[CH2:24][CH2:23][CH2:22]1. The catalyst class is: 404. (6) Reactant: [ClH:1].C(OC([N:9]1[C@H:13]([C:14]2[CH:19]=[CH:18][CH:17]=[CH:16][CH:15]=2)[C@H:12]([C:20]2[CH:25]=[CH:24][CH:23]=[CH:22][CH:21]=2)[N:11]=[C:10]1[NH:26][CH2:27][CH2:28][C:29]1[CH:34]=[CH:33][CH:32]=[CH:31][C:30]=1[F:35])=O)(C)(C)C. Product: [ClH:1].[C:14]1([C@H:13]2[C@@H:12]([C:20]3[CH:25]=[CH:24][CH:23]=[CH:22][CH:21]=3)[NH:11][C:10]([NH:26][CH2:27][CH2:28][C:29]3[CH:34]=[CH:33][CH:32]=[CH:31][C:30]=3[F:35])=[N:9]2)[CH:15]=[CH:16][CH:17]=[CH:18][CH:19]=1. The catalyst class is: 25. (7) Reactant: [CH3:1][C:2]1([C:21]2[CH:26]=[CH:25][CH:24]=[CH:23][CH:22]=2)[NH:6][C:5](=[O:7])[N:4]([C:8]([C:10]2[C:19]3[C:14](=[CH:15][CH:16]=[CH:17][CH:18]=3)[CH:13]=[CH:12][CH:11]=2)=[O:9])[C:3]1=[O:20].[H-].[Na+].[Cl:29][C:30]1[CH:31]=[C:32]([CH:35]=[CH:36][CH:37]=1)[CH2:33]Br.C(OCC)(=O)C. Product: [Cl:29][C:30]1[CH:31]=[C:32]([CH:35]=[CH:36][CH:37]=1)[CH2:33][N:6]1[C:2]([CH3:1])([C:21]2[CH:26]=[CH:25][CH:24]=[CH:23][CH:22]=2)[C:3](=[O:20])[N:4]([C:8]([C:10]2[C:19]3[C:14](=[CH:15][CH:16]=[CH:17][CH:18]=3)[CH:13]=[CH:12][CH:11]=2)=[O:9])[C:5]1=[O:7]. The catalyst class is: 3. (8) Reactant: CCN(C(C)C)C(C)C.[CH3:10][O:11][C:12]1[CH:13]=[CH:14][CH:15]=[C:16]2[C:21]=1[O:20][C:19](=[O:22])[C:18]([C:23]([OH:25])=O)=[CH:17]2.CN(C(ON1N=NC2C=CC=NC1=2)=[N+](C)C)C.F[P-](F)(F)(F)(F)F.[CH:50]1[C:59]2[C:54](=[CH:55][CH:56]=[CH:57][CH:58]=2)[CH:53]=[CH:52][C:51]=1[C:60]1[CH:61]=[C:62]([NH2:66])[CH:63]=[CH:64][CH:65]=1. Product: [CH:50]1[C:59]2[C:54](=[CH:55][CH:56]=[CH:57][CH:58]=2)[CH:53]=[CH:52][C:51]=1[C:60]1[CH:61]=[C:62]([NH:66][C:23]([C:18]2[C:19](=[O:22])[O:20][C:21]3[C:16]([CH:17]=2)=[CH:15][CH:14]=[CH:13][C:12]=3[O:11][CH3:10])=[O:25])[CH:63]=[CH:64][CH:65]=1. The catalyst class is: 3. (9) Reactant: [CH2:1]([C:4]1[CH:9]=[CH:8][C:7](Br)=[CH:6][CH:5]=1)[CH2:2][CH3:3].C(=O)([O-])[O-].[K+].[K+].[CH3:17][O:18][C:19]1[CH:24]=[CH:23][C:22](B(O)O)=[CH:21][CH:20]=1.C1(C)C=CC=CC=1. Product: [CH2:1]([C:4]1[CH:9]=[CH:8][C:7]([C:22]2[CH:23]=[CH:24][C:19]([O:18][CH3:17])=[CH:20][CH:21]=2)=[CH:6][CH:5]=1)[CH2:2][CH3:3]. The catalyst class is: 8.